This data is from Catalyst prediction with 721,799 reactions and 888 catalyst types from USPTO. The task is: Predict which catalyst facilitates the given reaction. (1) Reactant: [Cl:1][C:2]1[CH:3]=[CH:4][C:5]2[N:6]([CH:8]=[C:9]([NH2:11])[N:10]=2)[N:7]=1.[C:12](Cl)([CH3:14])=[O:13]. Product: [Cl:1][C:2]1[CH:3]=[CH:4][C:5]2[N:6]([CH:8]=[C:9]([NH:11][C:12](=[O:13])[CH3:14])[N:10]=2)[N:7]=1. The catalyst class is: 44. (2) Reactant: [CH2:1]([N:8]1[CH2:13][CH2:12][O:11][CH:10]([C:14]2[CH:21]=[CH:20][C:17]([CH:18]=[O:19])=[CH:16][CH:15]=2)[CH2:9]1)[C:2]1[CH:7]=[CH:6][CH:5]=[CH:4][CH:3]=1.[BH4-].[Na+].O. Product: [CH2:1]([N:8]1[CH2:13][CH2:12][O:11][CH:10]([C:14]2[CH:15]=[CH:16][C:17]([CH2:18][OH:19])=[CH:20][CH:21]=2)[CH2:9]1)[C:2]1[CH:3]=[CH:4][CH:5]=[CH:6][CH:7]=1. The catalyst class is: 5. (3) Reactant: [S:1]1[C:5]2[CH:6]=[C:7]([CH2:10][CH2:11][O:12][CH2:13][CH2:14][CH2:15][N:16]3[CH2:19][CH:18]([OH:20])[CH2:17]3)[CH:8]=[CH:9][C:4]=2[CH:3]=[CH:2]1.[ClH:21]. Product: [ClH:21].[S:1]1[C:5]2[CH:6]=[C:7]([CH2:10][CH2:11][O:12][CH2:13][CH2:14][CH2:15][N:16]3[CH2:17][CH:18]([OH:20])[CH2:19]3)[CH:8]=[CH:9][C:4]=2[CH:3]=[CH:2]1. The catalyst class is: 13.